This data is from Forward reaction prediction with 1.9M reactions from USPTO patents (1976-2016). The task is: Predict the product of the given reaction. (1) Given the reactants C[O:2][C:3]([C:5]1[CH:6]=[C:7]([C:18]2[CH:23]=[CH:22][CH:21]=[CH:20][C:19]=2[F:24])[CH:8]=[C:9]([C:11](=[O:17])[N:12]([CH3:16])[CH2:13][CH2:14][CH3:15])[CH:10]=1)=[O:4].[OH-].[Na+], predict the reaction product. The product is: [F:24][C:19]1[CH:20]=[CH:21][CH:22]=[CH:23][C:18]=1[C:7]1[CH:8]=[C:9]([C:11](=[O:17])[N:12]([CH3:16])[CH2:13][CH2:14][CH3:15])[CH:10]=[C:5]([C:3]([OH:4])=[O:2])[CH:6]=1. (2) Given the reactants [CH2:1](Cl)[C:2]1[CH:7]=[CH:6][CH:5]=[CH:4][CH:3]=1.[Cl:9][C:10]1[CH:15]=[CH:14][N:13]=[C:12]([C:16]2[CH:21]=[CH:20][N:19]=[CH:18][CH:17]=2)[N:11]=1.[BH4-].[Na+].O, predict the reaction product. The product is: [CH2:1]([N:19]1[CH2:18][CH:17]=[C:16]([C:12]2[N:11]=[C:10]([Cl:9])[CH:15]=[CH:14][N:13]=2)[CH2:21][CH2:20]1)[C:2]1[CH:7]=[CH:6][CH:5]=[CH:4][CH:3]=1. (3) Given the reactants [CH3:1][C:2]1[NH:3][CH:4]=[CH:5][C:6](=O)[C:7]=1[C:8]([O:10][CH2:11][CH3:12])=[O:9].C([O-])(O)=O.[Na+].P(Br)(Br)([Br:21])=O, predict the reaction product. The product is: [Br:21][C:6]1[C:7]([C:8]([O:10][CH2:11][CH3:12])=[O:9])=[C:2]([CH3:1])[N:3]=[CH:4][CH:5]=1.